Dataset: Forward reaction prediction with 1.9M reactions from USPTO patents (1976-2016). Task: Predict the product of the given reaction. (1) Given the reactants [CH3:1][O:2][C:3]1([CH2:19][C:20](OC)=[O:21])[C:11]2[C:6](=[CH:7][CH:8]=[CH:9][CH:10]=2)[N:5]([CH:12]2[CH2:17][CH2:16][NH:15][CH2:14][CH2:13]2)[C:4]1=[O:18].[CH3:24][NH2:25].C(O)C, predict the reaction product. The product is: [CH3:1][O:2][C:3]1([CH2:19][C:20]([NH:25][CH3:24])=[O:21])[C:11]2[C:6](=[CH:7][CH:8]=[CH:9][CH:10]=2)[N:5]([CH:12]2[CH2:17][CH2:16][NH:15][CH2:14][CH2:13]2)[C:4]1=[O:18]. (2) Given the reactants [S:1]=[C:2]1[NH:7][C:6]2[NH:8][C:9](=[O:11])[CH2:10][C:5]=2[C:4](=[O:12])[N:3]1[C:13]1[CH:18]=[CH:17][C:16]([O:19][CH2:20][C:21]([F:24])([F:23])[F:22])=[CH:15][CH:14]=1.C(=O)([O-])O.[Na+].Br[CH2:31][CH:32]1[CH2:35][CH2:34][CH2:33]1.C(#N)C, predict the reaction product. The product is: [CH:32]1([CH2:31][S:1][C:2]2[N:3]([C:13]3[CH:14]=[CH:15][C:16]([O:19][CH2:20][C:21]([F:24])([F:23])[F:22])=[CH:17][CH:18]=3)[C:4](=[O:12])[C:5]3[CH2:10][C:9](=[O:11])[NH:8][C:6]=3[N:7]=2)[CH2:35][CH2:34][CH2:33]1. (3) Given the reactants [CH:1]1([N:6]2[C:15]3[N:14]=[C:13]([C:16]4[CH:21]=[CH:20][N:19]=[CH:18][C:17]=4[CH2:22][NH:23]C(=O)OC(C)(C)C)[N:12]=[CH:11][C:10]=3[N:9]([CH3:31])[C:8](=[O:32])[C@H:7]2[CH2:33][CH3:34])[CH2:5][CH2:4][CH2:3][CH2:2]1.C(O)(C(F)(F)F)=O, predict the reaction product. The product is: [NH2:23][CH2:22][C:17]1[CH:18]=[N:19][CH:20]=[CH:21][C:16]=1[C:13]1[N:12]=[CH:11][C:10]2[N:9]([CH3:31])[C:8](=[O:32])[C@@H:7]([CH2:33][CH3:34])[N:6]([CH:1]3[CH2:5][CH2:4][CH2:3][CH2:2]3)[C:15]=2[N:14]=1.